This data is from Catalyst prediction with 721,799 reactions and 888 catalyst types from USPTO. The task is: Predict which catalyst facilitates the given reaction. (1) Reactant: [CH2:1]([NH:3][CH2:4][C:5]1[C:6]([CH3:12])=[C:7]([CH:9]=[CH:10][CH:11]=1)[NH2:8])[CH3:2].[C:13](O[C:13]([O:15][C:16]([CH3:19])([CH3:18])[CH3:17])=[O:14])([O:15][C:16]([CH3:19])([CH3:18])[CH3:17])=[O:14]. Product: [NH2:8][C:7]1[C:6]([CH3:12])=[C:5]([CH:11]=[CH:10][CH:9]=1)[CH2:4][N:3]([CH2:1][CH3:2])[C:13](=[O:14])[O:15][C:16]([CH3:19])([CH3:18])[CH3:17]. The catalyst class is: 1. (2) Reactant: [CH3:1][C:2]1[CH:7]=[C:6]([CH3:8])[CH:5]=[C:4]([CH3:9])[C:3]=1[N:10]=[C:11]=[O:12].[NH2:13][C:14]1[CH:15]=[C:16]([C:34]2[CH:39]=[CH:38][CH:37]=[C:36]([F:40])[CH:35]=2)[CH:17]=[CH:18][C:19]=1[C:20]([NH:22][C@@H:23]([CH:28]1[CH2:33][CH2:32][CH2:31][CH2:30][CH2:29]1)[C:24]([O:26][CH3:27])=[O:25])=[O:21].CCCCCC.C(OCC)(=O)C. Product: [CH:28]1([C@H:23]([NH:22][C:20]([C:19]2[CH:18]=[CH:17][C:16]([C:34]3[CH:39]=[CH:38][CH:37]=[C:36]([F:40])[CH:35]=3)=[CH:15][C:14]=2[NH:13][C:11]([NH:10][C:3]2[C:2]([CH3:1])=[CH:7][C:6]([CH3:8])=[CH:5][C:4]=2[CH3:9])=[O:12])=[O:21])[C:24]([O:26][CH3:27])=[O:25])[CH2:33][CH2:32][CH2:31][CH2:30][CH2:29]1. The catalyst class is: 17. (3) Reactant: [Cl:1][C:2]1[C:3]([CH3:13])=[C:4]([CH:10]=[CH:11][CH:12]=1)[CH2:5][NH:6][C:7]([NH2:9])=[O:8].C([O:16][CH:17]=[C:18]([C:24](OCC)=O)[C:19]([O:21][CH2:22][CH3:23])=[O:20])C.[O-]CC.[Na+].Cl. Product: [Cl:1][C:2]1[C:3]([CH3:13])=[C:4]([CH:10]=[CH:11][CH:12]=1)[CH2:5][N:6]1[C:17](=[O:16])[C:18]([C:19]([O:21][CH2:22][CH3:23])=[O:20])=[CH:24][NH:9][C:7]1=[O:8]. The catalyst class is: 8. (4) Reactant: [Br:1][C:2]1[CH:3]=[C:4]([OH:8])[CH:5]=[CH:6][CH:7]=1.[C:9](Cl)(=[O:11])[CH3:10]. Product: [C:9]([O:8][C:4]1[CH:5]=[CH:6][CH:7]=[C:2]([Br:1])[CH:3]=1)(=[O:11])[CH3:10]. The catalyst class is: 529. (5) The catalyst class is: 9. Reactant: CO[CH:3](OC)[N:4]([CH3:6])[CH3:5].[CH2:9]([C:11]1[C:19]2[C:14](=[CH:15][C:16]([C:20](=[O:22])[CH3:21])=[CH:17][CH:18]=2)[N:13]([CH2:23][O:24][CH2:25][CH2:26][Si:27]([CH3:30])([CH3:29])[CH3:28])[N:12]=1)[CH3:10].O.C(OCC)(=O)C. Product: [CH3:3][N:4]([CH3:6])/[CH:5]=[CH:21]/[C:20]([C:16]1[CH:15]=[C:14]2[C:19]([C:11]([CH2:9][CH3:10])=[N:12][N:13]2[CH2:23][O:24][CH2:25][CH2:26][Si:27]([CH3:30])([CH3:29])[CH3:28])=[CH:18][CH:17]=1)=[O:22]. (6) Reactant: [C:1]1([CH2:7][O:8][C:9]([N:11]2[CH2:16][CH:15]=[C:14]([C:17]3[CH:22]=[CH:21][C:20]([NH:23][C:24](OCC4C=CC=CC=4)=O)=[CH:19][CH:18]=3)[CH2:13][CH2:12]2)=[O:10])[CH:6]=[CH:5][CH:4]=[CH:3][CH:2]=1.C([Li])CCC.[C:39]([O:44][CH2:45][C@@H:46]1[O:48]C1)(=[O:43])CCC. Product: [C:1]1([CH2:7][O:8][C:9]([N:11]2[CH2:12][CH:13]=[C:14]([C:17]3[CH:18]=[CH:19][C:20]([N:23]4[CH2:24][C@H:45]([CH2:46][OH:48])[O:44][C:39]4=[O:43])=[CH:21][CH:22]=3)[CH2:15][CH2:16]2)=[O:10])[CH:2]=[CH:3][CH:4]=[CH:5][CH:6]=1. The catalyst class is: 7. (7) Reactant: [Cl:1][C:2]1[N:7]=[CH:6][C:5]([CH2:8][C:9]#[N:10])=[CH:4][CH:3]=1.C[O-].[Na+].[C:14]([N:21]1[CH2:26][CH2:25][C:24](=O)[CH2:23][CH2:22]1)([O:16][C:17]([CH3:20])([CH3:19])[CH3:18])=[O:15].O. Product: [Cl:1][C:2]1[N:7]=[CH:6][C:5]([C:8]([C:9]#[N:10])=[C:24]2[CH2:25][CH2:26][N:21]([C:14]([O:16][C:17]([CH3:20])([CH3:19])[CH3:18])=[O:15])[CH2:22][CH2:23]2)=[CH:4][CH:3]=1. The catalyst class is: 5. (8) Reactant: C(OC(=O)[NH:7][CH2:8][C:9]1[CH:14]=[CH:13][CH:12]=[C:11]([C:15](=[O:32])[NH:16][C:17]2[S:18][C:19]3[CH2:25][C@@H:24]([N:26]4[CH2:31][CH2:30][O:29][CH2:28][CH2:27]4)[CH2:23][CH2:22][C:20]=3[N:21]=2)[CH:10]=1)(C)(C)C.FC(F)(F)C(O)=O. Product: [NH2:7][CH2:8][C:9]1[CH:10]=[C:11]([CH:12]=[CH:13][CH:14]=1)[C:15]([NH:16][C:17]1[S:18][C:19]2[CH2:25][C@@H:24]([N:26]3[CH2:31][CH2:30][O:29][CH2:28][CH2:27]3)[CH2:23][CH2:22][C:20]=2[N:21]=1)=[O:32]. The catalyst class is: 2. (9) Reactant: Cl[CH2:2][C@H:3]1[O:8][C:7]([CH3:10])([CH3:9])[O:6][C@@H:5]([CH2:11][C:12]([O:14][CH2:15][CH3:16])=[O:13])[CH2:4]1.[C:17]([O-:20])(=[O:19])[CH3:18].[Na+]. Product: [C:17]([O:20][CH2:2][C@H:3]1[O:8][C:7]([CH3:10])([CH3:9])[O:6][C@@H:5]([CH2:11][C:12]([O:14][CH2:15][CH3:16])=[O:13])[CH2:4]1)(=[O:19])[CH3:18]. The catalyst class is: 689. (10) Reactant: Cl[C:2]1[C:11]2[C:6](=[C:7]([N+:12]([O-:14])=[O:13])[CH:8]=[CH:9][CH:10]=2)[N:5]=[CH:4][CH:3]=1.[F:15][C:16]1[CH:21]=[CH:20][C:19]([C:22]([F:25])([F:24])[F:23])=[CH:18][C:17]=1[OH:26].C([O-])([O-])=O.[K+].[K+]. Product: [F:15][C:16]1[CH:21]=[CH:20][C:19]([C:22]([F:23])([F:24])[F:25])=[CH:18][C:17]=1[O:26][C:2]1[C:11]2[C:6](=[C:7]([N+:12]([O-:14])=[O:13])[CH:8]=[CH:9][CH:10]=2)[N:5]=[CH:4][CH:3]=1. The catalyst class is: 23.